From a dataset of Forward reaction prediction with 1.9M reactions from USPTO patents (1976-2016). Predict the product of the given reaction. (1) Given the reactants [CH3:13][C:12]([O:11][C:9](O[C:9]([O:11][C:12]([CH3:15])([CH3:14])[CH3:13])=[O:10])=[O:10])([CH3:15])[CH3:14].Cl.[NH2:17][CH2:18][C@H:19]([C:23]1[CH:28]=[CH:27][C:26]([Cl:29])=[CH:25][CH:24]=1)[C:20]([OH:22])=[O:21].O.O.O.O.O.[OH-].C[N+](C)(C)C.CC#N, predict the reaction product. The product is: [C:12]([O:11][C:9]([NH:17][CH2:18][C@H:19]([C:23]1[CH:24]=[CH:25][C:26]([Cl:29])=[CH:27][CH:28]=1)[C:20]([OH:22])=[O:21])=[O:10])([CH3:13])([CH3:14])[CH3:15]. (2) Given the reactants [F:1][C:2]([F:14])([F:13])[C:3]([NH:5][C:6]1[CH:11]=[CH:10][C:9]([I:12])=[CH:8][CH:7]=1)=[O:4].CI.[C:17]([O-])([O-])=O.[K+].[K+], predict the reaction product. The product is: [F:14][C:2]([F:1])([F:13])[C:3]([N:5]([C:6]1[CH:11]=[CH:10][C:9]([I:12])=[CH:8][CH:7]=1)[CH3:17])=[O:4]. (3) Given the reactants [C:1]([Si:5]([CH3:8])([CH3:7])Cl)([CH3:4])([CH3:3])[CH3:2].Cl.[O:10]1[CH2:14][CH:13]([OH:15])[CH2:12][NH:11]1, predict the reaction product. The product is: [C:1]([Si:5]([CH3:8])([CH3:7])[O:15][CH:13]1[CH2:14][O:10][NH:11][CH2:12]1)([CH3:4])([CH3:3])[CH3:2]. (4) Given the reactants [OH:1][CH2:2][C:3]1[CH:4]=[C:5]([CH:9]([NH:11][C:12](=[O:18])[O:13][C:14]([CH3:17])([CH3:16])[CH3:15])[CH3:10])[CH:6]=[CH:7][CH:8]=1, predict the reaction product. The product is: [CH:2]([C:3]1[CH:4]=[C:5]([CH:9]([NH:11][C:12](=[O:18])[O:13][C:14]([CH3:17])([CH3:16])[CH3:15])[CH3:10])[CH:6]=[CH:7][CH:8]=1)=[O:1]. (5) The product is: [F:41][C:42]1[CH:43]=[CH:44][C:45]([NH:48][CH2:49][C:50]([NH:1][C@:2]23[CH2:37][CH2:36][C@@H:35]([C:38]([CH3:40])=[CH2:39])[C@@H:3]2[C@@H:4]2[C@@:17]([CH3:20])([CH2:18][CH2:19]3)[C@@:16]3([CH3:21])[C@@H:7]([C@:8]4([CH3:34])[C@@H:13]([CH2:14][CH2:15]3)[C:12]([CH3:23])([CH3:22])[C:11]([C:24]3[CH:25]=[CH:26][C:27]([C:28]([OH:30])=[O:29])=[CH:32][CH:33]=3)=[CH:10][CH2:9]4)[CH2:6][CH2:5]2)=[O:52])=[CH:46][CH:47]=1. Given the reactants [NH2:1][C@:2]12[CH2:37][CH2:36][C@@H:35]([C:38]([CH3:40])=[CH2:39])[C@@H:3]1[C@@H:4]1[C@@:17]([CH3:20])([CH2:18][CH2:19]2)[C@@:16]2([CH3:21])[C@@H:7]([C@:8]3([CH3:34])[C@@H:13]([CH2:14][CH2:15]2)[C:12]([CH3:23])([CH3:22])[C:11]([C:24]2[CH:33]=[CH:32][C:27]([C:28]([O:30]C)=[O:29])=[CH:26][CH:25]=2)=[CH:10][CH2:9]3)[CH2:6][CH2:5]1.[F:41][C:42]1[CH:47]=[CH:46][C:45]([NH:48][CH2:49][C:50]([OH:52])=O)=[CH:44][CH:43]=1, predict the reaction product.